From a dataset of Forward reaction prediction with 1.9M reactions from USPTO patents (1976-2016). Predict the product of the given reaction. (1) The product is: [C:6]([O:5][C:3](=[O:4])[CH2:2][NH:1][C:12]1[C:17]([N+:18]([O-:20])=[O:19])=[CH:16][CH:15]=[CH:14][N:13]=1)([CH3:9])([CH3:8])[CH3:7]. Given the reactants [NH2:1][CH2:2][C:3]([O:5][C:6]([CH3:9])([CH3:8])[CH3:7])=[O:4].Cl.Cl[C:12]1[C:17]([N+:18]([O-:20])=[O:19])=[CH:16][CH:15]=[CH:14][N:13]=1.CCN(C(C)C)C(C)C, predict the reaction product. (2) Given the reactants [CH3:1][CH2:2][CH2:3][CH2:4][CH2:5][N:6]([CH2:8][CH2:9][C:10]([P:16]([OH:19])([OH:18])=[O:17])([P:12]([OH:15])([OH:14])=[O:13])[OH:11])[CH3:7].CC([O-])=O.[Na+:24], predict the reaction product. The product is: [CH3:1][CH2:2][CH2:3][CH2:4][CH2:5][N:6]([CH2:8][CH2:9][C:10]([P:16]([O-:19])([OH:18])=[O:17])([P:12]([OH:15])([OH:14])=[O:13])[OH:11])[CH3:7].[Na+:24]. (3) Given the reactants [Br:1][C:2]1[CH:8]=[CH:7][CH:6]=[CH:5][C:3]=1[NH2:4].[C:9]1([C:15]2[C:16]([O:18][C:19](=[O:27])[C:20]=2[C:21]2[CH:26]=[CH:25][CH:24]=[CH:23][CH:22]=2)=[O:17])[CH:14]=[CH:13][CH:12]=[CH:11][CH:10]=1, predict the reaction product. The product is: [Br:1][C:2]1[CH:8]=[CH:7][CH:6]=[CH:5][C:3]=1[NH:4][C:19]1([OH:27])[O:18][C:16](=[O:17])[CH:15]([C:9]2[CH:14]=[CH:13][CH:12]=[CH:11][CH:10]=2)[CH:20]1[C:21]1[CH:26]=[CH:25][CH:24]=[CH:23][CH:22]=1. (4) Given the reactants [CH3:1][S:2]([O:5][CH2:6][CH2:7][CH2:8][NH:9][S:10]([C:13]1[CH:18]=[C:17]([F:19])[C:16]([CH2:20][S:21][C:22]2[N:23]([C:39]3[CH:44]=[CH:43][C:42]([F:45])=[CH:41][CH:40]=3)[C:24]([C:27]([C:30]3[CH:35]=[CH:34][C:33]([F:36])=[C:32]([O:37][CH3:38])[CH:31]=3)([CH3:29])[CH3:28])=[CH:25][N:26]=2)=[C:15]([Cl:46])[CH:14]=1)(=[O:12])=[O:11])(=[O:4])=[O:3].[N:47]1[CH:52]=[CH:51][CH:50]=[CH:49][CH:48]=1, predict the reaction product. The product is: [CH3:1][S:2]([O-:5])(=[O:4])=[O:3].[Cl:46][C:15]1[CH:14]=[C:13]([S:10]([NH:9][CH2:8][CH2:7][CH2:6][N+:47]2[CH:52]=[CH:51][CH:50]=[CH:49][CH:48]=2)(=[O:11])=[O:12])[CH:18]=[C:17]([F:19])[C:16]=1[CH2:20][S:21][C:22]1[N:23]([C:39]2[CH:40]=[CH:41][C:42]([F:45])=[CH:43][CH:44]=2)[C:24]([C:27]([C:30]2[CH:35]=[CH:34][C:33]([F:36])=[C:32]([O:37][CH3:38])[CH:31]=2)([CH3:28])[CH3:29])=[CH:25][N:26]=1.